From a dataset of CYP1A2 inhibition data for predicting drug metabolism from PubChem BioAssay. Regression/Classification. Given a drug SMILES string, predict its absorption, distribution, metabolism, or excretion properties. Task type varies by dataset: regression for continuous measurements (e.g., permeability, clearance, half-life) or binary classification for categorical outcomes (e.g., BBB penetration, CYP inhibition). Dataset: cyp1a2_veith. (1) The result is 0 (non-inhibitor). The drug is CC(C)=CCC/C(C)=C/CO/N=C1/C[C@@H](O)[C@@H](O)[C@H]2[C@@H]1CC[C@@H]1C(=O)N(Cc3ccc4c(c3)OCO4)C(=O)[C@H]12. (2) The drug is CCOC(=O)CN1N=C(/C=C/c2ccc(C)cc2)CCC1=O. The result is 1 (inhibitor).